This data is from Catalyst prediction with 721,799 reactions and 888 catalyst types from USPTO. The task is: Predict which catalyst facilitates the given reaction. (1) Reactant: [OH:1][C:2]([CH3:31])([CH3:30])[CH2:3][N:4]1[CH2:9][CH2:8][N:7]([CH2:10][CH:11]([C:23]2([OH:29])[CH2:28][CH2:27][CH2:26][CH2:25][CH2:24]2)[C:12]2[CH:17]=[CH:16][CH:15]=[C:14]([O:18][C:19]([F:22])([F:21])[F:20])[CH:13]=2)[CH2:6][CH2:5]1.[ClH:32].C(OCC)C. Product: [ClH:32].[ClH:32].[OH:1][C:2]([CH3:31])([CH3:30])[CH2:3][N:4]1[CH2:9][CH2:8][N:7]([CH2:10][CH:11]([C:23]2([OH:29])[CH2:28][CH2:27][CH2:26][CH2:25][CH2:24]2)[C:12]2[CH:17]=[CH:16][CH:15]=[C:14]([O:18][C:19]([F:22])([F:21])[F:20])[CH:13]=2)[CH2:6][CH2:5]1. The catalyst class is: 5. (2) Reactant: [CH:1]1([CH2:6][CH:7]([C:11]2[CH:16]=[CH:15][C:14]([S:17]([CH2:20][C:21](=[O:23])[CH3:22])(=[O:19])=[O:18])=[CH:13][CH:12]=2)[C:8](O)=[O:9])[CH2:5][CH2:4][CH2:3][CH2:2]1.C1C=CC2N(O)N=NC=2C=1.CCN=C=NCCCN(C)C.Cl.Cl.[CH3:47][O:48][C:49]1[N:54]=[C:53]2[S:55][C:56]([NH2:58])=[N:57][C:52]2=[CH:51][CH:50]=1.CCN(C(C)C)C(C)C.C(=O)(O)[O-].[Na+]. Product: [CH:1]1([CH2:6][CH:7]([C:11]2[CH:12]=[CH:13][C:14]([S:17]([CH2:20][C:21](=[O:23])[CH3:22])(=[O:18])=[O:19])=[CH:15][CH:16]=2)[C:8]([NH:58][C:56]2[S:55][C:53]3[C:52]([N:57]=2)=[CH:51][CH:50]=[C:49]([O:48][CH3:47])[N:54]=3)=[O:9])[CH2:5][CH2:4][CH2:3][CH2:2]1. The catalyst class is: 2. (3) Reactant: [OH:1][C:2]1[C:15]2[C:14](=[O:16])[C:13]3[C:8](=[CH:9][CH:10]=[CH:11][C:12]=3[OH:17])[C:7](=[O:18])[C:6]=2[CH:5]=[C:4]([C:19]([OH:21])=[O:20])[CH:3]=1.[CH2:22]([O:29][CH2:30][C:31](Cl)=[O:32])[C:23]1[CH:28]=[CH:27][CH:26]=[CH:25][CH:24]=1.[C:34]([O:37][CH2:38][CH3:39])(=O)[CH3:35].ClCCl.[OH2:43]. Product: [CH2:22]([O:29][CH2:30][C:31]([O:1][C:2]1[C:15]2[C:14](=[O:16])[C:13]3[C:8](=[CH:9][CH:10]=[CH:11][C:12]=3[O:17][C:35](=[O:43])[CH2:34][O:37][CH2:38][C:39]3[CH:6]=[CH:15][CH:2]=[CH:3][CH:4]=3)[C:7](=[O:18])[C:6]=2[CH:5]=[C:4]([C:19]([OH:21])=[O:20])[CH:3]=1)=[O:32])[C:23]1[CH:28]=[CH:27][CH:26]=[CH:25][CH:24]=1. The catalyst class is: 17. (4) Reactant: [CH3:1][C@@H:2]([NH:13][CH2:14][CH2:15][CH2:16][C:17]1[CH:18]=[CH:19][CH:20]=[C:21]([C:23]([F:26])([F:25])[F:24])[CH:22]=1)[C:3]1[CH:4]=[CH:5][CH:6]=[C:7]2[CH:12]=[CH:11][CH:10]=[CH:9][C:8]=12.[ClH:27]. Product: [CH3:1][C@@H:2]([NH:13][CH2:14][CH2:15][CH2:16][C:17]1[CH:18]=[CH:19][CH:20]=[C:21]([C:23]([F:24])([F:25])[F:26])[CH:22]=1)[C:3]1[CH:4]=[CH:5][CH:6]=[C:7]2[CH:12]=[CH:11][CH:10]=[CH:9][C:8]=12.[ClH:27]. The catalyst class is: 27.